From a dataset of Forward reaction prediction with 1.9M reactions from USPTO patents (1976-2016). Predict the product of the given reaction. (1) The product is: [Cl:35][C:30]1[CH:29]=[C:28]([CH:33]=[CH:32][C:31]=1[Cl:34])[CH2:27][N:23]1[CH2:24][CH2:25][O:26][C@@H:21]([CH2:20][NH:19][C:17](=[O:18])[CH2:16][S:15][C:12]2[N:13]=[N:14][C:9]([CH3:8])=[CH:10][CH:11]=2)[CH2:22]1. Given the reactants C(OC([CH:8](C(OC(C)(C)C)=O)[C:9]1[N:14]=[N:13][C:12]([S:15][CH2:16][C:17]([NH:19][CH2:20][C@@H:21]2[O:26][CH2:25][CH2:24][N:23]([CH2:27][C:28]3[CH:33]=[CH:32][C:31]([Cl:34])=[C:30]([Cl:35])[CH:29]=3)[CH2:22]2)=[O:18])=[CH:11][CH:10]=1)=O)(C)(C)C.[OH-].[Na+], predict the reaction product. (2) Given the reactants [CH3:1][NH:2][C:3]1[CH:8]=[CH:7][C:6]([S:9][CH3:10])=[CH:5][C:4]=1[C:11]([F:14])([F:13])[F:12].[F:15][C:16]1[CH:26]=[CH:25][CH:24]=[C:23]([F:27])[C:17]=1[C:18]([N:20]=[C:21]=[O:22])=[O:19], predict the reaction product. The product is: [F:15][C:16]1[CH:26]=[CH:25][CH:24]=[C:23]([F:27])[C:17]=1[C:18]([NH:20][C:21]([N:2]([CH3:1])[C:3]1[CH:8]=[CH:7][C:6]([S:9][CH3:10])=[CH:5][C:4]=1[C:11]([F:14])([F:12])[F:13])=[O:22])=[O:19]. (3) Given the reactants [Cl:1][C:2]1[C:3]([C:21](=[O:29])[NH:22][C:23]2[CH:28]=[CH:27][CH:26]=[CH:25][CH:24]=2)=[C:4]([NH:8][C:9](=O)[C@@H:10]([NH:12][C:13](=[O:19])[O:14][C:15]([CH3:18])([CH3:17])[CH3:16])[CH3:11])[CH:5]=[CH:6][CH:7]=1.CCN(C(C)C)C(C)C.C/C(/O[Si](C)(C)C)=N\[Si](C)(C)C, predict the reaction product. The product is: [Cl:1][C:2]1[CH:7]=[CH:6][CH:5]=[C:4]2[C:3]=1[C:21](=[O:29])[N:22]([C:23]1[CH:28]=[CH:27][CH:26]=[CH:25][CH:24]=1)[C:9]([C@@H:10]([NH:12][C:13](=[O:19])[O:14][C:15]([CH3:18])([CH3:17])[CH3:16])[CH3:11])=[N:8]2. (4) Given the reactants C(OC([N:8]1[CH2:13][CH2:12][N:11]([C:14]2[CH:19]=[CH:18][C:17]([N:20]3[CH2:24][C@H:23]([CH2:25][NH:26][C:27]([NH2:29])=[S:28])[O:22][C:21]3=[O:30])=[CH:16][C:15]=2[F:31])[CH2:10][CH2:9]1)=O)(C)(C)C.Cl, predict the reaction product. The product is: [F:31][C:15]1[CH:16]=[C:17]([N:20]2[CH2:24][C@H:23]([CH2:25][NH:26][C:27]([NH2:29])=[S:28])[O:22][C:21]2=[O:30])[CH:18]=[CH:19][C:14]=1[N:11]1[CH2:12][CH2:13][NH:8][CH2:9][CH2:10]1. (5) Given the reactants N1CCCCC1.C([O:10][C:11]1[C:16]([CH3:17])=[C:15]([C:18]2[O:19][C:20]3[CH:26]=[CH:25][C:24]([CH:27]=O)=[CH:23][C:21]=3[CH:22]=2)[O:14][C:13](=[O:29])[C:12]=1[CH3:30])(=O)C.[S:31]1[CH2:35][C:34](=[O:36])[NH:33][C:32]1=[O:37].[OH-].[Na+], predict the reaction product. The product is: [CH3:30][C:12]1[C:13](=[O:29])[O:14][C:15]([C:18]2[O:19][C:20]3[CH:26]=[CH:25][C:24]([CH:27]=[C:35]4[C:34](=[O:36])[NH:33][C:32](=[O:37])[S:31]4)=[CH:23][C:21]=3[CH:22]=2)=[C:16]([CH3:17])[C:11]=1[OH:10]. (6) Given the reactants [F:1][C:2]([F:11])([F:10])[C:3]1[C:7]([CH2:8][OH:9])=[CH:6][NH:5][N:4]=1, predict the reaction product. The product is: [F:11][C:2]([F:1])([F:10])[C:3]1[C:7]([CH:8]=[O:9])=[CH:6][NH:5][N:4]=1. (7) Given the reactants C([O:3][C:4](=[O:17])[CH2:5][CH:6]1[C:14]2[C:9](=[CH:10][CH:11]=[C:12]([O:15][CH3:16])[CH:13]=2)[CH2:8][CH2:7]1)C.C(OC(=O)CC1C2C(=CC(S(Cl)(=O)=O)=C(OC)C=2)CC1)C.COC(C1CC2C(=CC=C(C)C=2)C1)=O.C(OC(=O)CC1C2C(=CC(S)=C(OC)C=2)CC1)C.COC(C1CC2C(=CC=C(S)C=2)C1)=O.COC(=O)CC1C2C(=CC([S:100][CH2:101][C:102]3[S:106][C:105]([C:107]4[CH:112]=[CH:111][C:110]([C:113]([F:116])([F:115])[F:114])=[CH:109][CH:108]=4)=[N:104][C:103]=3[CH3:117])=C(OC)C=2)CC1.CC1N=C(C2C=CC(C(F)(F)F)=CC=2)SC=1CSC1C=C2C(=CC=1)CC(C(O)=O)C2, predict the reaction product. The product is: [CH3:16][O:15][C:12]1[CH:13]=[C:14]2[C:9]([CH2:8][CH2:7][CH:6]2[CH2:5][C:4]([OH:3])=[O:17])=[CH:10][C:11]=1[S:100][CH2:101][C:102]1[S:106][C:105]([C:107]2[CH:108]=[CH:109][C:110]([C:113]([F:116])([F:115])[F:114])=[CH:111][CH:112]=2)=[N:104][C:103]=1[CH3:117].